This data is from Forward reaction prediction with 1.9M reactions from USPTO patents (1976-2016). The task is: Predict the product of the given reaction. (1) Given the reactants Br[C:2]1[CH:3]=[C:4]2[C:8](=[C:9]([C:11]#[N:12])[CH:10]=1)[N:7]([CH2:13][O:14][CH2:15][CH2:16][Si:17]([CH3:20])([CH3:19])[CH3:18])[CH:6]=[C:5]2[CH:21]1[CH2:26][CH2:25][N:24]([S:27]([CH2:30][CH3:31])(=[O:29])=[O:28])[CH2:23][CH2:22]1.[CH3:32][O:33][C:34]1[CH:39]=[CH:38][C:37]([OH:40])=[CH:36][CH:35]=1.CN(C)CC(O)=O.Cl.C([O-])([O-])=O.[Cs+].[Cs+], predict the reaction product. The product is: [CH2:30]([S:27]([N:24]1[CH2:23][CH2:22][CH:21]([C:5]2[C:4]3[C:8](=[C:9]([C:11]#[N:12])[CH:10]=[C:2]([O:40][C:37]4[CH:38]=[CH:39][C:34]([O:33][CH3:32])=[CH:35][CH:36]=4)[CH:3]=3)[N:7]([CH2:13][O:14][CH2:15][CH2:16][Si:17]([CH3:20])([CH3:18])[CH3:19])[CH:6]=2)[CH2:26][CH2:25]1)(=[O:29])=[O:28])[CH3:31]. (2) Given the reactants C([O:8][CH2:9][C:10]1[O:15][C:14](=[O:16])[C:13]([CH3:17])=[C:12]([O:18][CH2:19][O:20][CH3:21])[C:11]=1[CH3:22])C1C=CC=CC=1, predict the reaction product. The product is: [CH3:17][C:13]1[C:14](=[O:16])[O:15][C:10]([CH2:9][OH:8])=[C:11]([CH3:22])[C:12]=1[O:18][CH2:19][O:20][CH3:21]. (3) Given the reactants [CH3:1][C:2]1[CH:3]=[C:4]2[C:8](=[CH:9][CH:10]=1)[NH:7][C:6]1[CH2:11][CH:12]3[NH:17][CH:16]([C:5]2=1)[CH2:15][CH2:14][CH2:13]3.[CH3:18][C:19]1[CH:24]=[CH:23][CH:22]=[CH:21][C:20]=1[CH:25]=[CH2:26], predict the reaction product. The product is: [CH3:1][C:2]1[CH:3]=[C:4]2[C:8](=[CH:9][CH:10]=1)[N:7]([CH2:26][CH2:25][C:20]1[CH:21]=[CH:22][CH:23]=[CH:24][C:19]=1[CH3:18])[C:6]1[CH2:11][C@@H:12]3[NH:17][C@H:16]([C:5]2=1)[CH2:15][CH2:14][CH2:13]3.